From a dataset of Full USPTO retrosynthesis dataset with 1.9M reactions from patents (1976-2016). Predict the reactants needed to synthesize the given product. (1) Given the product [CH3:1][O:2][C:3]1[CH:4]=[CH:5][C:6]2[C:12](=[O:13])[CH:11]([C:16]3[CH:21]=[CH:20][C:19]([O:22][CH3:23])=[CH:18][CH:17]=3)[CH2:10][CH2:9][CH2:8][C:7]=2[CH:14]=1, predict the reactants needed to synthesize it. The reactants are: [CH3:1][O:2][C:3]1[CH:4]=[CH:5][C:6]2[C:12](=[O:13])[CH2:11][CH2:10][CH2:9][CH2:8][C:7]=2[CH:14]=1.Br[C:16]1[CH:21]=[CH:20][C:19]([O:22][CH3:23])=[CH:18][CH:17]=1. (2) Given the product [CH3:39][S:36]([C:33]1[CH:34]=[CH:35][C:30]([O:7][CH2:8][CH2:9][C@H:10]2[CH2:12][C@@H:11]2[CH:13]2[CH2:18][CH2:17][N:16]([C:19]([O:21][CH2:22][C:23]3[CH:24]=[CH:25][CH:26]=[CH:27][CH:28]=3)=[O:20])[CH2:15][CH2:14]2)=[N:31][CH:32]=1)(=[O:38])=[O:37], predict the reactants needed to synthesize it. The reactants are: CC(C)([O-])C.[Na+].[OH:7][CH2:8][CH2:9][C@H:10]1[CH2:12][C@@H:11]1[CH:13]1[CH2:18][CH2:17][N:16]([C:19]([O:21][CH2:22][C:23]2[CH:28]=[CH:27][CH:26]=[CH:25][CH:24]=2)=[O:20])[CH2:15][CH2:14]1.Br[C:30]1[CH:35]=[CH:34][C:33]([S:36]([CH3:39])(=[O:38])=[O:37])=[CH:32][N:31]=1. (3) Given the product [NH:16]1[C:17]2[C:13](=[CH:12][C:11]([NH:10][CH:5]([CH2:6][CH2:7][CH2:8][CH3:9])[C:4]([NH2:22])=[O:20])=[CH:19][CH:18]=2)[CH:14]=[N:15]1, predict the reactants needed to synthesize it. The reactants are: C(O[C:4](=[O:20])[CH:5]([NH:10][C:11]1[CH:12]=[C:13]2[C:17](=[CH:18][CH:19]=1)[NH:16][N:15]=[CH:14]2)[CH2:6][CH2:7][CH2:8][CH3:9])C.[C-]#[N:22].[K+]. (4) Given the product [NH2:24][C:18]1[C:19]([F:23])=[CH:20][CH:21]=[CH:22][C:17]=1[C:15]([NH:14][CH:11]1[CH2:12][CH2:13][N:8]([CH2:1][C:2]2[CH:7]=[CH:6][CH:5]=[CH:4][CH:3]=2)[CH2:9][CH2:10]1)=[O:16], predict the reactants needed to synthesize it. The reactants are: [CH2:1]([N:8]1[CH2:13][CH2:12][CH:11]([NH:14][C:15]([C:17]2[CH:22]=[CH:21][CH:20]=[C:19]([F:23])[C:18]=2[NH:24]C(=O)OC(C)(C)C)=[O:16])[CH2:10][CH2:9]1)[C:2]1[CH:7]=[CH:6][CH:5]=[CH:4][CH:3]=1.FC(F)(F)C(O)=O. (5) Given the product [F:16][C:5]1[CH:4]=[CH:3][C:2]([C:22]2[N:26]3[CH:27]=[CH:28][C:29]([C:31]([F:32])([F:33])[F:34])=[N:30][C:25]3=[N:24][CH:23]=2)=[CH:7][C:6]=1[C:8]1[CH:13]=[C:12]([O:14][CH3:15])[CH:11]=[CH:10][N:9]=1, predict the reactants needed to synthesize it. The reactants are: Br[C:2]1[CH:3]=[CH:4][C:5]([F:16])=[C:6]([C:8]2[CH:13]=[C:12]([O:14][CH3:15])[CH:11]=[CH:10][N:9]=2)[CH:7]=1.C([Sn](CCCC)(CCCC)[C:22]1[N:26]2[CH:27]=[CH:28][C:29]([C:31]([F:34])([F:33])[F:32])=[N:30][C:25]2=[N:24][CH:23]=1)CCC. (6) Given the product [CH3:16][C:17]1[C:22]([CH:23]([C:3]2[C:4]3[C:9](=[CH:8][CH:7]=[C:6]([N:10]4[CH2:15][CH2:14][O:13][CH2:12][CH2:11]4)[CH:5]=3)[NH:1][CH:2]=2)[CH2:24][N+:25]([O-:27])=[O:26])=[CH:21][CH:20]=[CH:19][C:18]=1[NH:28][C:29](=[O:38])[O:30][CH2:31][C:32]1[CH:33]=[CH:34][CH:35]=[CH:36][CH:37]=1, predict the reactants needed to synthesize it. The reactants are: [NH:1]1[C:9]2[C:4](=[CH:5][C:6]([N:10]3[CH2:15][CH2:14][O:13][CH2:12][CH2:11]3)=[CH:7][CH:8]=2)[CH:3]=[CH:2]1.[CH3:16][C:17]1[C:22](/[CH:23]=[CH:24]/[N+:25]([O-:27])=[O:26])=[CH:21][CH:20]=[CH:19][C:18]=1[NH:28][C:29](=[O:38])[O:30][CH2:31][C:32]1[CH:37]=[CH:36][CH:35]=[CH:34][CH:33]=1. (7) Given the product [OH:5][C:6]1[CH:13]=[CH:12][C:9]([CH:10]=[CH2:11])=[CH:8][CH:7]=1.[CH2:14]=[CH:15][C:16]1[CH:21]=[CH:20][CH:19]=[CH:18][CH:17]=1, predict the reactants needed to synthesize it. The reactants are: C([O:5][C:6]1[CH:13]=[CH:12][C:9]([CH:10]=[CH2:11])=[CH:8][CH:7]=1)(C)(C)C.[CH2:14]=[CH:15][C:16]1[CH:21]=[CH:20][CH:19]=[CH:18][CH:17]=1.N(C(C)(C)C#N)=NC(C)(C)C#N.S(=O)(=O)(O)O.OC1C=CC(C=C)=CC=1. (8) Given the product [C:8]1(/[CH:7]=[CH:3]/[C:4](=[O:5])/[CH:6]=[CH:7]/[C:8]2[CH:13]=[CH:12][CH:11]=[CH:10][CH:9]=2)[CH:13]=[CH:12][CH:11]=[CH:10][CH:9]=1, predict the reactants needed to synthesize it. The reactants are: [OH-].[Na+].[CH3:3][C:4]([CH3:6])=[O:5].[CH:7](=O)[C:8]1[CH:13]=[CH:12][CH:11]=[CH:10][CH:9]=1.